This data is from Reaction yield outcomes from USPTO patents with 853,638 reactions. The task is: Predict the reaction yield, written as a fraction of the theoretical maximum amount of product (1.0 means a 100% yield; for example, 0.34 means a 34% yield). (1) The reactants are [CH2:1]([O:5][C:6]1[C:15]2[C:10](=[CH:11][CH:12]=[C:13]([C:16]3[CH:21]=[CH:20][CH:19]=[CH:18][CH:17]=3)[CH:14]=2)[C:9](=[O:22])[N:8]([CH2:23][CH:24]([CH3:26])[CH3:25])[C:7]=1[CH2:27][NH:28]C(=O)OC(C)(C)C)[CH2:2][CH2:3][CH3:4].[ClH:36]. The catalyst is C(OCC)(=O)C. The yield is 0.966. The product is [ClH:36].[NH2:28][CH2:27][C:7]1[N:8]([CH2:23][CH:24]([CH3:25])[CH3:26])[C:9](=[O:22])[C:10]2[C:15]([C:6]=1[O:5][CH2:1][CH2:2][CH2:3][CH3:4])=[CH:14][C:13]([C:16]1[CH:21]=[CH:20][CH:19]=[CH:18][CH:17]=1)=[CH:12][CH:11]=2. (2) The reactants are C([O:3][C:4](=[O:15])[CH2:5][N:6]1[C:10]2=[N:11][CH:12]=[CH:13][CH:14]=[C:9]2[CH:8]=[N:7]1)C.O[Li].O.Cl. The catalyst is C1COCC1.O. The product is [N:6]1([CH2:5][C:4]([OH:15])=[O:3])[C:10]2=[N:11][CH:12]=[CH:13][CH:14]=[C:9]2[CH:8]=[N:7]1. The yield is 0.400. (3) The reactants are [C:1]([C:3]1[CH:4]=[C:5]([CH3:16])[C:6]([C:9]([O:11]C(C)(C)C)=[O:10])=[N:7][CH:8]=1)#[N:2].C(O)(C(F)(F)F)=O. The catalyst is ClCCl. The product is [C:1]([C:3]1[CH:4]=[C:5]([CH3:16])[C:6]([C:9]([OH:11])=[O:10])=[N:7][CH:8]=1)#[N:2]. The yield is 0.940. (4) The reactants are [Cl:1][C:2]1[CH:7]=[CH:6][C:5]([CH:8]([CH2:13]O)[C:9]([O:11][CH3:12])=[O:10])=[CH:4][CH:3]=1.CS(Cl)(=O)=O. The catalyst is C(Cl)Cl. The product is [Cl:1][C:2]1[CH:3]=[CH:4][C:5]([C:8](=[CH2:13])[C:9]([O:11][CH3:12])=[O:10])=[CH:6][CH:7]=1. The yield is 0.850.